Dataset: Forward reaction prediction with 1.9M reactions from USPTO patents (1976-2016). Task: Predict the product of the given reaction. (1) Given the reactants [C:1]([N:9]([CH2:20][C:21]1[CH:26]=[CH:25][C:24]([O:27][CH2:28][C:29]2[CH:34]=[CH:33][CH:32]=[CH:31][CH:30]=2)=[C:23]([O:35][CH3:36])[CH:22]=1)[CH2:10][CH2:11][NH:12]C(=O)OC(C)(C)C)(=[O:8])[C:2]1[CH:7]=[CH:6][CH:5]=[CH:4][CH:3]=1.[F:37][C:38]([F:43])([F:42])[C:39]([OH:41])=[O:40], predict the reaction product. The product is: [F:37][C:38]([F:43])([F:42])[C:39]([OH:41])=[O:40].[NH2:12][CH2:11][CH2:10][N:9]([CH2:20][C:21]1[CH:26]=[CH:25][C:24]([O:27][CH2:28][C:29]2[CH:30]=[CH:31][CH:32]=[CH:33][CH:34]=2)=[C:23]([O:35][CH3:36])[CH:22]=1)[C:1](=[O:8])[C:2]1[CH:3]=[CH:4][CH:5]=[CH:6][CH:7]=1. (2) Given the reactants Cl.[F:2][CH:3]1[CH2:8][CH2:7][NH:6][CH2:5][CH2:4]1.[C:9](#[N:12])[CH2:10]O.C(=O)([O-])[O-].[Na+].[Na+], predict the reaction product. The product is: [F:2][CH:3]1[CH2:8][CH2:7][N:6]([CH2:10][C:9]#[N:12])[CH2:5][CH2:4]1. (3) Given the reactants N#N.[C:3]([O:7][C:8](=[O:24])[NH:9][C:10]1[N:11]=[C:12]([CH2:15][N:16]2[CH:20]=[CH:19][C:18]([C:21](=[O:23])[CH3:22])=[N:17]2)[O:13][CH:14]=1)([CH3:6])([CH3:5])[CH3:4].[H-].[Na+].[CH:27]1([C:30]2[S:31][C:32]([C:38]3[CH:43]=[CH:42][CH:41]=[CH:40][CH:39]=3)=[C:33]([C:35](Cl)=[O:36])[N:34]=2)[CH2:29][CH2:28]1, predict the reaction product. The product is: [C:3]([O:7][C:8](=[O:24])[N:9]([C:10]1[N:11]=[C:12]([CH2:15][N:16]2[CH:20]=[CH:19][C:18]([C:21](=[O:23])[CH3:22])=[N:17]2)[O:13][CH:14]=1)[C:35]([C:33]1[N:34]=[C:30]([CH:27]2[CH2:28][CH2:29]2)[S:31][C:32]=1[C:38]1[CH:39]=[CH:40][CH:41]=[CH:42][CH:43]=1)=[O:36])([CH3:6])([CH3:4])[CH3:5]. (4) Given the reactants [CH2:1]([O:3][C:4]([C:6]1[CH:11]=[CH:10][C:9](B(O)O)=[CH:8][CH:7]=1)=[O:5])[CH3:2].[O-]P([O-])([O-])=O.[K+].[K+].[K+].C([C:25]1[CH:32]=[C:31]([C:33]2[N:37]3[CH:38]=[C:39](Br)[CH:40]=[CH:41][C:36]3=[N:35][CH:34]=2)[CH:30]=[CH:29][C:26]=1[C:27]#[N:28])C, predict the reaction product. The product is: [C:27]([C:26]1[CH:29]=[CH:30][C:31]([C:33]2[N:37]3[CH:38]=[C:39]([C:9]4[CH:10]=[CH:11][C:6]([C:4]([O:3][CH2:1][CH3:2])=[O:5])=[CH:7][CH:8]=4)[CH:40]=[CH:41][C:36]3=[N:35][CH:34]=2)=[CH:32][CH:25]=1)#[N:28]. (5) Given the reactants Br[C:2]1[CH:7]=[CH:6][C:5]([S:8]([NH:11][C:12]2[CH:17]=[CH:16][C:15]([Cl:18])=[CH:14][C:13]=2[C:19]([C:21]2[CH:26]=[CH:25][N:24]=[CH:23][CH:22]=2)=[O:20])(=[O:10])=[O:9])=[CH:4][CH:3]=1.O.[O-]P([O-])([O-])=O.[K+].[K+].[K+].C1(P(C2C=CC=CC=2)C2C=CC3C(=CC=CC=3)C=2C2C3C(=CC=CC=3)C=CC=2P(C2C=CC=CC=2)C2C=CC=CC=2)C=CC=CC=1.[NH:82]1[CH2:87][CH2:86][S:85](=[O:89])(=[O:88])[CH2:84][CH2:83]1, predict the reaction product. The product is: [Cl:18][C:15]1[CH:16]=[CH:17][C:12]([NH:11][S:8]([C:5]2[CH:6]=[CH:7][C:2]([N:82]3[CH2:87][CH2:86][S:85](=[O:89])(=[O:88])[CH2:84][CH2:83]3)=[CH:3][CH:4]=2)(=[O:10])=[O:9])=[C:13]([C:19]([C:21]2[CH:26]=[CH:25][N:24]=[CH:23][CH:22]=2)=[O:20])[CH:14]=1.